From a dataset of Human liver microsome stability data. Regression/Classification. Given a drug SMILES string, predict its absorption, distribution, metabolism, or excretion properties. Task type varies by dataset: regression for continuous measurements (e.g., permeability, clearance, half-life) or binary classification for categorical outcomes (e.g., BBB penetration, CYP inhibition). Dataset: hlm. (1) The molecule is CN(C)CCNC(=O)c1ccc2c(c1)CC(c1nc3ccc(-c4cn[nH]c4)cc3s1)CO2. The result is 0 (unstable in human liver microsomes). (2) The molecule is CNc1nc(NC2CC2)c2sc(-c3ccc(C(F)(F)F)cc3)cc2n1. The result is 0 (unstable in human liver microsomes). (3) The drug is O=C(Oc1cccc(N2CCS(=O)(=O)CC2)c1)N1CCC(c2ccc(F)cc2)CC1. The result is 1 (stable in human liver microsomes). (4) The compound is COc1cccc(CNCCCNc2ccnc3cc(Cl)ccc23)c1O. The result is 0 (unstable in human liver microsomes). (5) The drug is COc1ccc2c(c1)[C@@H]1C[C@]1(C(=O)N1C3CCC1CN(C)C3)Cn1c-2c(C2CCCCC2)c2ccc(C(=O)NS(=O)(=O)C(C)C)cc21. The result is 0 (unstable in human liver microsomes). (6) The drug is N#Cc1ccc(-c2cnc3ccc(-c4ccc(C(=O)N5CCNCC5)cc4)nn23)cc1. The result is 0 (unstable in human liver microsomes). (7) The compound is CCNC(=O)N[C@H]1CC[C@@H](Nc2ncc3ccc(=O)n(C(C)C)c3n2)CC1. The result is 1 (stable in human liver microsomes). (8) The drug is O=C(N[C@H](Cc1c[nH]c2ccccc12)C(=O)Nc1ccncc1)c1ccc(N2CCN(c3cccc(Cl)c3Cl)CC2)cc1F. The result is 1 (stable in human liver microsomes). (9) The result is 0 (unstable in human liver microsomes). The compound is Cn1c(=O)cc(N2CCC[C@@H](N)C2)n(Cc2ccccc2Br)c1=O. (10) The compound is O=C(O)[C@H]1CC[C@H](C(=O)N2CC[C@@]3(S(=O)(=O)c4ccc(F)cc4)c4ccc(C(F)(C(F)(F)F)C(F)(F)F)cc4OC[C@@H]23)CC1. The result is 0 (unstable in human liver microsomes).